Dataset: Full USPTO retrosynthesis dataset with 1.9M reactions from patents (1976-2016). Task: Predict the reactants needed to synthesize the given product. (1) Given the product [N:16]1(/[C:25](=[CH:12]/[C:11]2[C:2]([Cl:1])=[N:3][C:4]3[C:9]([CH:10]=2)=[CH:8][C:7]([O:14][CH3:15])=[CH:6][CH:5]=3)/[C:26]#[N:27])[C:20]2[CH:21]=[CH:22][CH:23]=[CH:24][C:19]=2[N:18]=[N:17]1, predict the reactants needed to synthesize it. The reactants are: [Cl:1][C:2]1[C:11]([CH:12]=O)=[CH:10][C:9]2[C:4](=[CH:5][CH:6]=[C:7]([O:14][CH3:15])[CH:8]=2)[N:3]=1.[N:16]1([CH2:25][C:26]#[N:27])[C:20]2[CH:21]=[CH:22][CH:23]=[CH:24][C:19]=2[N:18]=[N:17]1. (2) Given the product [NH2:19][C:15]1[C:16]2=[N:18][CH:4]=[C:3]([C:1]#[N:2])[CH:6]=[C:17]2[S:13][CH:14]=1, predict the reactants needed to synthesize it. The reactants are: [C:1](/[C:3](/[CH:6](OC)OC)=[CH:4]\[O-])#[N:2].[Na+].Cl.[S:13]1[CH:17]=[C:16]([NH2:18])[C:15]([NH2:19])=[CH:14]1. (3) Given the product [O:42]=[C:40]([CH3:41])[CH2:39][CH2:38][O:1][C:2]1[C:3](=[O:12])[O:4][C:5]2[C:10]([CH:11]=1)=[CH:9][CH:8]=[CH:7][CH:6]=2, predict the reactants needed to synthesize it. The reactants are: [OH:1][C:2]1[C:3](=[O:12])[O:4][C:5]2[C:10]([CH:11]=1)=[CH:9][CH:8]=[CH:7][CH:6]=2.C(=O)([O-])[O-].[K+].[K+].C1OCCOCCOCCOCCOCCOC1.Cl[CH2:38][CH2:39][C:40](=[O:42])[CH3:41]. (4) Given the product [CH2:1]([N:5]([S:15]([C:18]1[CH:23]=[CH:22][C:21]([CH3:24])=[CH:20][CH:19]=1)(=[O:17])=[O:16])[C@H:6]([C:12]([OH:14])=[O:13])[CH2:7][CH2:8][CH2:9][CH2:10][NH:11][C:31](=[O:32])[CH:30]=[CH:29][C:28]1[CH:34]=[CH:35][CH:36]=[C:37]([O:38][CH3:39])[C:27]=1[O:26][CH3:25])[CH:2]([CH3:3])[CH3:4], predict the reactants needed to synthesize it. The reactants are: [CH2:1]([N:5]([S:15]([C:18]1[CH:23]=[CH:22][C:21]([CH3:24])=[CH:20][CH:19]=1)(=[O:17])=[O:16])[C@H:6]([C:12]([OH:14])=[O:13])[CH2:7][CH2:8][CH2:9][CH2:10][NH2:11])[CH:2]([CH3:4])[CH3:3].[CH3:25][O:26][C:27]1[C:37]([O:38][CH3:39])=[CH:36][CH:35]=[CH:34][C:28]=1[CH:29]=[CH:30][C:31](O)=[O:32]. (5) Given the product [Cl:17][C:18]1[S:22][C:21]2[C:23]3([CH2:24][CH2:25][N:26]([CH2:14][C:12]4[C:11]([CH3:16])=[N:10][N:9]([C:3]5[C:2]([CH3:1])=[CH:7][CH:6]=[CH:5][C:4]=5[CH3:8])[CH:13]=4)[CH2:27][CH2:28]3)[O:29][CH2:30][C:31]([F:33])([F:32])[C:20]=2[CH:19]=1, predict the reactants needed to synthesize it. The reactants are: [CH3:1][C:2]1[CH:7]=[CH:6][CH:5]=[C:4]([CH3:8])[C:3]=1[N:9]1[CH:13]=[C:12]([CH:14]=O)[C:11]([CH3:16])=[N:10]1.[Cl:17][C:18]1[S:22][C:21]2[C:23]3([O:29][CH2:30][C:31]([F:33])([F:32])[C:20]=2[CH:19]=1)[CH2:28][CH2:27][NH:26][CH2:25][CH2:24]3.C(O)(=O)C.C(O[BH-](OC(=O)C)OC(=O)C)(=O)C.[Na+]. (6) Given the product [CH3:33][O:32][C:30](=[O:31])[CH2:29][CH:3]1[C:2](=[O:1])[CH:7]=[CH:6][N:5]([C:8]([O:10][CH2:11][C:12]2[CH:13]=[CH:14][CH:15]=[CH:16][CH:17]=2)=[O:9])[CH:4]1[C:18]1[CH:19]=[CH:20][C:21]([C:24]([F:27])([F:25])[F:26])=[CH:22][CH:23]=1, predict the reactants needed to synthesize it. The reactants are: [O:1]=[C:2]1[CH:7]=[CH:6][N:5]([C:8]([O:10][CH2:11][C:12]2[CH:17]=[CH:16][CH:15]=[CH:14][CH:13]=2)=[O:9])[CH:4]([C:18]2[CH:23]=[CH:22][C:21]([C:24]([F:27])([F:26])[F:25])=[CH:20][CH:19]=2)[CH2:3]1.Br[CH2:29][C:30]([O:32][CH3:33])=[O:31].